Dataset: Forward reaction prediction with 1.9M reactions from USPTO patents (1976-2016). Task: Predict the product of the given reaction. (1) Given the reactants C(N(CCCC)C(C1N=C(C2C=CC(C(OC)=O)=CC=2C(O)=O)N(CCC2C=CC=CC=2)C=1)=O)CCC.[CH2:38]([N:42]([CH2:79][CH2:80][CH2:81][CH3:82])[C:43]([C:45]1[N:46]=[C:47]([C:59]2[CH:68]=[CH:67][C:62]([C:63]([O:65][CH3:66])=[O:64])=[CH:61][C:60]=2[C:69]([O:71]CC2C=CC=CC=2)=[O:70])[N:48]([CH2:50][CH2:51][CH2:52][N:53]2[CH2:58][CH2:57][O:56][CH2:55][CH2:54]2)[CH:49]=1)=[O:44])[CH2:39][CH2:40][CH3:41], predict the reaction product. The product is: [CH2:79]([N:42]([CH2:38][CH2:39][CH2:40][CH3:41])[C:43]([C:45]1[N:46]=[C:47]([C:59]2[CH:68]=[CH:67][C:62]([C:63]([O:65][CH3:66])=[O:64])=[CH:61][C:60]=2[C:69]([OH:71])=[O:70])[N:48]([CH2:50][CH2:51][CH2:52][N:53]2[CH2:54][CH2:55][O:56][CH2:57][CH2:58]2)[CH:49]=1)=[O:44])[CH2:80][CH2:81][CH3:82]. (2) Given the reactants [CH3:1][C@H:2]([NH:11][C@H:12]1[CH2:17][CH2:16][C@H:15]([C:18]2[CH:27]=[CH:26][C:21]3[NH:22][C:23](=[O:25])[O:24][C:20]=3[CH:19]=2)[CH2:14][CH2:13]1)[CH2:3][CH2:4][C:5]1[CH:10]=[CH:9][CH:8]=[CH:7][CH:6]=1.[CH:28](=O)[CH3:29].Cl, predict the reaction product. The product is: [CH2:28]([N:11]([C@@H:2]([CH3:1])[CH2:3][CH2:4][C:5]1[CH:6]=[CH:7][CH:8]=[CH:9][CH:10]=1)[C@H:12]1[CH2:13][CH2:14][C@H:15]([C:18]2[CH:27]=[CH:26][C:21]3[NH:22][C:23](=[O:25])[O:24][C:20]=3[CH:19]=2)[CH2:16][CH2:17]1)[CH3:29]. (3) Given the reactants [C:1]([N:5]1[C:9]2[CH:10]=[CH:11][C:12]([C:14]3[CH:15]=[N:16][C:17]([NH2:20])=[N:18][CH:19]=3)=[CH:13][C:8]=2[N:7]=[C:6]1[C:21]1[CH:26]=[C:25]([CH:27]=[CH2:28])[CH:24]=[CH:23][C:22]=1[N:29]1[CH:33]=[N:32][CH:31]=[N:30]1)([CH3:4])([CH3:3])[CH3:2], predict the reaction product. The product is: [C:1]([N:5]1[C:9]2[CH:10]=[CH:11][C:12]([C:14]3[CH:15]=[N:16][C:17]([NH2:20])=[N:18][CH:19]=3)=[CH:13][C:8]=2[N:7]=[C:6]1[C:21]1[CH:26]=[C:25]([CH2:27][CH3:28])[CH:24]=[CH:23][C:22]=1[N:29]1[CH:33]=[N:32][CH:31]=[N:30]1)([CH3:2])([CH3:3])[CH3:4]. (4) Given the reactants IC.[C:3]1(C)C=CC=CC=1.[CH3:10][O:11][C:12]1[C:13]([O:32][CH3:33])=[CH:14][C:15]2[NH:21][C:20](=[O:22])[CH2:19][N:18]=[C:17]([C:23]3[CH:24]=[C:25]([CH:28]=[CH:29][CH:30]=3)[C:26]#[N:27])[C:16]=2[CH:31]=1.[OH-].[Na+], predict the reaction product. The product is: [CH3:10][O:11][C:12]1[C:13]([O:32][CH3:33])=[CH:14][C:15]2[N:21]([CH3:3])[C:20](=[O:22])[CH2:19][N:18]=[C:17]([C:23]3[CH:24]=[C:25]([CH:28]=[CH:29][CH:30]=3)[C:26]#[N:27])[C:16]=2[CH:31]=1. (5) Given the reactants Cl[C:2]1[N:7]=[C:6]([NH:8][C:9]2[CH:14]=[CH:13][C:12]([N:15]3[CH2:20][CH2:19][N:18]([C:21](=[O:23])[CH3:22])[CH2:17][CH2:16]3)=[CH:11][C:10]=2[O:24][CH:25]([F:27])[F:26])[C:5]([F:28])=[CH:4][N:3]=1.C(OC([N:36]1[CH2:41][CH2:40][N:39]([C:42]2[CH:47]=[CH:46][C:45]([NH2:48])=[C:44]([O:49][CH3:50])[CH:43]=2)[CH2:38][CH2:37]1)=O)(C)(C)C, predict the reaction product. The product is: [F:26][CH:25]([F:27])[O:24][C:10]1[CH:11]=[C:12]([N:15]2[CH2:20][CH2:19][N:18]([C:21](=[O:23])[CH3:22])[CH2:17][CH2:16]2)[CH:13]=[CH:14][C:9]=1[NH:8][C:6]1[C:5]([F:28])=[CH:4][N:3]=[C:2]([NH:48][C:45]2[CH:46]=[CH:47][C:42]([N:39]3[CH2:38][CH2:37][NH:36][CH2:41][CH2:40]3)=[CH:43][C:44]=2[O:49][CH3:50])[N:7]=1. (6) The product is: [CH3:18][N:2]([CH3:1])[C:3]1[N:8]=[C:7]([S:9][CH2:10][CH2:11][CH3:12])[C:6]([C:13]([OH:15])=[O:14])=[CH:5][N:4]=1. Given the reactants [CH3:1][N:2]([CH3:18])[C:3]1[N:8]=[C:7]([S:9][CH2:10][CH2:11][CH3:12])[C:6]([C:13]([O:15]CC)=[O:14])=[CH:5][N:4]=1.C(SC1N=C(SCCC)C(C(O)=O)=CN=1)CC, predict the reaction product. (7) Given the reactants [NH2:1][C:2]1[N:3]=[C:4]([C:20]2[CH:21]=[C:22]([CH2:27][CH2:28][CH2:29][NH:30]C(=O)OC(C)(C)C)[CH:23]=[C:24]([F:26])[CH:25]=2)[CH:5]=[C:6]2[C:11]=1[CH:10]=[N:9][C:8]1[CH:12]=[C:13]([O:18][CH3:19])[C:14]([O:16][CH3:17])=[CH:15][C:7]2=1.FC(F)(F)C(O)=O, predict the reaction product. The product is: [NH2:30][CH2:29][CH2:28][CH2:27][C:22]1[CH:21]=[C:20]([C:4]2[CH:5]=[C:6]3[C:11](=[C:2]([NH2:1])[N:3]=2)[CH:10]=[N:9][C:8]2[CH:12]=[C:13]([O:18][CH3:19])[C:14]([O:16][CH3:17])=[CH:15][C:7]3=2)[CH:25]=[C:24]([F:26])[CH:23]=1.